Dataset: Kir2.1 potassium channel HTS with 301,493 compounds. Task: Binary Classification. Given a drug SMILES string, predict its activity (active/inactive) in a high-throughput screening assay against a specified biological target. The result is 0 (inactive). The drug is S(=O)(=O)(N1CCOCC1)c1ccc(N(Cc2ccccc2)C)nc1.